Task: Predict which catalyst facilitates the given reaction.. Dataset: Catalyst prediction with 721,799 reactions and 888 catalyst types from USPTO Reactant: [C:1]12([C:11]([O:13][CH:14]([C:23]3[CH:28]=[CH:27][CH:26]=[CH:25][CH:24]=3)[C:15]([C:18]([O:20]CC)=[O:19])([F:17])[F:16])=[O:12])[CH2:10][CH:5]3[CH2:6][CH:7]([CH2:9][CH:3]([CH2:4]3)[CH2:2]1)[CH2:8]2.O1CCOCC1.[OH-].[Na+:36]. Product: [C:1]12([C:11]([O:13][CH:14]([C:23]3[CH:28]=[CH:27][CH:26]=[CH:25][CH:24]=3)[C:15]([F:16])([F:17])[C:18]([O-:20])=[O:19])=[O:12])[CH2:8][CH:7]3[CH2:9][CH:3]([CH2:4][CH:5]([CH2:6]3)[CH2:10]1)[CH2:2]2.[Na+:36]. The catalyst class is: 6.